This data is from Catalyst prediction with 721,799 reactions and 888 catalyst types from USPTO. The task is: Predict which catalyst facilitates the given reaction. (1) Reactant: C(N(CC)CC)C.[CH2:8]([S:10](Cl)(=[O:12])=[O:11])[CH3:9].[NH:14]1[CH2:19][CH2:18][CH2:17][C@@H:16]([NH:20][C:21]2[CH:26]=[CH:25][N:24]=[C:23]([C:27]3[N:31]4[CH:32]=[C:33]([C:36]#[N:37])[CH:34]=[CH:35][C:30]4=[N:29][CH:28]=3)[N:22]=2)[CH2:15]1.O. Product: [CH2:8]([S:10]([N:14]1[CH2:19][CH2:18][CH2:17][C@@H:16]([NH:20][C:21]2[CH:26]=[CH:25][N:24]=[C:23]([C:27]3[N:31]4[CH:32]=[C:33]([C:36]#[N:37])[CH:34]=[CH:35][C:30]4=[N:29][CH:28]=3)[N:22]=2)[CH2:15]1)(=[O:12])=[O:11])[CH3:9]. The catalyst class is: 4. (2) Reactant: [Br:1][C:2]1[CH:7]=[CH:6][C:5]([S:8]([NH:11][CH2:12][CH:13]2[CH2:17][CH2:16][CH2:15][O:14]2)(=[O:10])=[O:9])=[CH:4][CH:3]=1.[H-].[Na+].[CH3:20]I. Product: [Br:1][C:2]1[CH:3]=[CH:4][C:5]([S:8]([N:11]([CH3:20])[CH2:12][CH:13]2[CH2:17][CH2:16][CH2:15][O:14]2)(=[O:10])=[O:9])=[CH:6][CH:7]=1. The catalyst class is: 7. (3) Product: [F:13][C:14]([F:25])([F:24])[C:15]1[CH:20]=[CH:19][C:18]([C:2]2[CH:12]=[CH:11][C:5]([C:6]([O:8][CH2:9][CH3:10])=[O:7])=[CH:4][CH:3]=2)=[CH:17][CH:16]=1. The catalyst class is: 600. Reactant: Br[C:2]1[CH:12]=[CH:11][C:5]([C:6]([O:8][CH2:9][CH3:10])=[O:7])=[CH:4][CH:3]=1.[F:13][C:14]([F:25])([F:24])[C:15]1[CH:20]=[CH:19][C:18](B(O)O)=[CH:17][CH:16]=1.C(=O)([O-])[O-].[Na+].[Na+]. (4) Reactant: [CH:1]([C:4]1[CH:9]=[CH:8][C:7](B(O)O)=[CH:6][CH:5]=1)([CH3:3])[CH3:2].O1C=CC=C1P(C1OC=CC=1)C1OC=CC=1.C(=O)([O-])[O-].[Cs+].[Cs+].Br/[C:36](/[C:44]1[N:49]=[C:48]([O:50][CH3:51])[C:47]([Cl:52])=[CH:46][CH:45]=1)=[CH:37]\[CH:38]1[CH2:43][CH2:42][O:41][CH2:40][CH2:39]1. Product: [Cl:52][C:47]1[C:48]([O:50][CH3:51])=[N:49][C:44](/[C:36](/[C:7]2[CH:8]=[CH:9][C:4]([CH:1]([CH3:3])[CH3:2])=[CH:5][CH:6]=2)=[CH:37]/[CH:38]2[CH2:43][CH2:42][O:41][CH2:40][CH2:39]2)=[CH:45][CH:46]=1. The catalyst class is: 488. (5) Reactant: [F:1][C:2]1[CH:3]=[CH:4][C:5]2[N:9]=[C:8]([SH:10])[NH:7][C:6]=2[C:11]=1[F:12].[H-].[Na+].[N+]([C:18]1[O:22][C:21]([CH:23]=[O:24])=[CH:20][CH:19]=1)([O-])=O. Product: [F:1][C:2]1[CH:3]=[CH:4][C:5]2[N:9]=[C:8]([S:10][C:18]3[O:22][C:21]([CH:23]=[O:24])=[CH:20][CH:19]=3)[NH:7][C:6]=2[C:11]=1[F:12]. The catalyst class is: 7. (6) Reactant: [CH2:1]([CH:8]([NH:32][C:33]([C:35]1[CH:44]=[N:43]C2C(=CC=CC=2)[N:36]=1)=[O:34])[CH:9]([O:24][Si:25]([C:28]([CH3:31])([CH3:30])[CH3:29])([CH3:27])[CH3:26])[CH2:10][CH:11]([C:18](=O)[NH:19][CH2:20][CH:21]=[O:22])[CH2:12][CH2:13][C:14]([F:17])([CH3:16])[CH3:15])[C:2]1[CH:7]=[CH:6][CH:5]=[CH:4][CH:3]=1.[C:58]1(P([C:58]2[CH:63]=[CH:62][CH:61]=[CH:60][CH:59]=2)[C:58]2[CH:63]=[CH:62][CH:61]=[CH:60][CH:59]=2)[CH:63]=[CH:62][CH:61]=[CH:60][CH:59]=1.ClC(Cl)(Cl)C(Cl)(Cl)Cl.C(N(CC)CC)C. Product: [CH2:1]([CH:8]([NH:32][C:33]([C:35]1[CH:44]=[N:43][C:59]2[C:58](=[CH:63][CH:62]=[CH:61][CH:60]=2)[N:36]=1)=[O:34])[CH:9]([O:24][Si:25]([C:28]([CH3:29])([CH3:31])[CH3:30])([CH3:26])[CH3:27])[CH2:10][CH:11]([C:18]1[O:22][CH:21]=[CH:20][N:19]=1)[CH2:12][CH2:13][C:14]([F:17])([CH3:16])[CH3:15])[C:2]1[CH:3]=[CH:4][CH:5]=[CH:6][CH:7]=1. The catalyst class is: 2.